Dataset: Full USPTO retrosynthesis dataset with 1.9M reactions from patents (1976-2016). Task: Predict the reactants needed to synthesize the given product. (1) Given the product [CH2:1]([O:8][C:9]1[C:10]([C:33]([O:35][CH3:36])=[O:34])=[N:11][N:12]2[CH:18]([C:28]([O:30][CH2:31][CH3:32])=[O:29])[CH2:19][NH:20][C:21](=[O:23])[C:13]=12)[C:2]1[CH:3]=[CH:4][CH:5]=[CH:6][CH:7]=1, predict the reactants needed to synthesize it. The reactants are: [CH2:1]([O:8][C:9]1[C:10]([C:33]([O:35][CH3:36])=[O:34])=[N:11][N:12]([CH:18]([C:28]([O:30][CH2:31][CH3:32])=[O:29])[CH2:19][NH:20][C:21]([O:23]C(C)(C)C)=O)[C:13]=1C(OC)=O)[C:2]1[CH:7]=[CH:6][CH:5]=[CH:4][CH:3]=1.C(O)(C(F)(F)F)=O. (2) Given the product [CH3:10][CH:8]1[CH2:7][C:6]2[CH:11]=[C:2]([S:13]([CH3:12])(=[O:15])=[O:14])[CH:3]=[CH:4][C:5]=2[O:9]1, predict the reactants needed to synthesize it. The reactants are: Br[C:2]1[CH:3]=[CH:4][C:5]2[O:9][CH:8]([CH3:10])[CH2:7][C:6]=2[CH:11]=1.[CH3:12][S:13]([O:15][Na])=[O:14].N1CCC[C@H]1C(O)=O.C([O-])([O-])=O.[K+].[K+].